This data is from TCR-epitope binding with 47,182 pairs between 192 epitopes and 23,139 TCRs. The task is: Binary Classification. Given a T-cell receptor sequence (or CDR3 region) and an epitope sequence, predict whether binding occurs between them. The epitope is VLWAHGFEL. The TCR CDR3 sequence is CASSLGGAAFF. Result: 1 (the TCR binds to the epitope).